From a dataset of Forward reaction prediction with 1.9M reactions from USPTO patents (1976-2016). Predict the product of the given reaction. (1) Given the reactants [F:1][C:2]1[CH:7]=[CH:6][CH:5]=[CH:4][C:3]=1[C@H:8]1[C:12]([C:20]2[CH:25]=[CH:24][C:23]([F:26])=[CH:22][CH:21]=2)([C:13]2[CH:18]=[CH:17][C:16]([F:19])=[CH:15][CH:14]=2)[O:11][C:10](=[O:27])[NH:9]1.[H-].[Na+].Br[CH2:31][C:32]([NH2:34])=[O:33].Cl, predict the reaction product. The product is: [F:19][C:16]1[CH:15]=[CH:14][C:13]([C:12]2([C:20]3[CH:25]=[CH:24][C:23]([F:26])=[CH:22][CH:21]=3)[O:11][C:10](=[O:27])[N:9]([CH2:31][C:32]([NH2:34])=[O:33])[C@H:8]2[C:3]2[CH:4]=[CH:5][CH:6]=[CH:7][C:2]=2[F:1])=[CH:18][CH:17]=1. (2) Given the reactants [C:1]([O:5][C:6]([N:8]1[CH2:13][C@@H:12]([O:14][CH2:15][C@H:16]2[CH2:18][O:17]2)[C@H:11]([C:19]2[CH:24]=[CH:23][C:22]([O:25][CH2:26][CH2:27][CH2:28][O:29][CH2:30][C:31]3[CH:36]=[CH:35][CH:34]=[CH:33][C:32]=3[O:37][CH3:38])=[CH:21][CH:20]=2)[C@@H:10]([O:39][CH2:40][C:41]2[CH:50]=[C:49]([O:51][CH3:52])[C:48]3[C:43](=[CH:44][CH:45]=[CH:46][CH:47]=3)[CH:42]=2)[CH2:9]1)=[O:7])([CH3:4])([CH3:3])[CH3:2].[H-].[Na+], predict the reaction product. The product is: [C:1]([O:5][C:6]([N:8]1[CH2:9][C@H:10]([O:39][CH2:40][C:41]2[CH:50]=[C:49]([O:51][CH3:52])[C:48]3[C:43](=[CH:44][CH:45]=[CH:46][CH:47]=3)[CH:42]=2)[C@@H:11]([C:19]2[CH:24]=[CH:23][C:22]([O:25][CH2:26][CH2:27][CH2:28][O:29][CH2:30][C:31]3[CH:36]=[CH:35][CH:34]=[CH:33][C:32]=3[O:37][CH3:38])=[CH:21][CH:20]=2)[C@H:12]([O:14][CH2:15][C@H:16]([OH:17])[CH2:18][O:17][CH2:16][CH2:15][O:14][CH3:12])[CH2:13]1)=[O:7])([CH3:2])([CH3:4])[CH3:3]. (3) Given the reactants [H-].[Na+].CN(C=O)C.[OH:8][C:9]1[CH:10]=[C:11]2[C:16](=[CH:17][CH:18]=1)[CH2:15][CH:14]([CH2:19][CH2:20][N:21]1[CH2:26][CH2:25][CH2:24][CH2:23][CH2:22]1)[CH2:13][CH2:12]2.Br[CH2:28][C:29]1[CH:34]=[CH:33][C:32]([NH:35][C:36](=[O:43])[C:37]2[CH:42]=[CH:41][CH:40]=[CH:39][CH:38]=2)=[CH:31][CH:30]=1, predict the reaction product. The product is: [C:36]([NH:35][C:32]1[CH:31]=[CH:30][C:29]([CH2:28][O:8][C:9]2[CH:10]=[C:11]3[C:16](=[CH:17][CH:18]=2)[CH2:15][CH:14]([CH2:19][CH2:20][N:21]2[CH2:26][CH2:25][CH2:24][CH2:23][CH2:22]2)[CH2:13][CH2:12]3)=[CH:34][CH:33]=1)(=[O:43])[C:37]1[CH:38]=[CH:39][CH:40]=[CH:41][CH:42]=1. (4) Given the reactants [CH2:1]([O:3][C:4]([C:6]1[N:10]2[CH:11]=[C:12](Br)[C:13]([CH2:15][NH:16][C:17]([O:19][C:20]([CH3:23])([CH3:22])[CH3:21])=[O:18])=[CH:14][C:9]2=[N:8][CH:7]=1)=[O:5])[CH3:2].[Cl:25][C:26]1[CH:31]=[C:30]([Cl:32])[CH:29]=[CH:28][C:27]=1B(O)O.C([O-])([O-])=O.[Na+].[Na+], predict the reaction product. The product is: [CH2:1]([O:3][C:4]([C:6]1[N:10]2[CH:11]=[C:12]([C:29]3[CH:28]=[CH:27][C:26]([Cl:25])=[CH:31][C:30]=3[Cl:32])[C:13]([CH2:15][NH:16][C:17]([O:19][C:20]([CH3:23])([CH3:22])[CH3:21])=[O:18])=[CH:14][C:9]2=[N:8][CH:7]=1)=[O:5])[CH3:2]. (5) Given the reactants [Br:1][C:2]1[CH:9]=[C:8]([Cl:10])[CH:7]=[CH:6][C:3]=1[CH:4]=[O:5].[BH4-].[Na+], predict the reaction product. The product is: [Br:1][C:2]1[CH:9]=[C:8]([Cl:10])[CH:7]=[CH:6][C:3]=1[CH2:4][OH:5]. (6) Given the reactants [Br:1][C:2]1[C:3]([CH3:9])=[N:4][C:5]([OH:8])=[CH:6][CH:7]=1.[CH:10](O)([CH3:12])[CH3:11], predict the reaction product. The product is: [Br:1][C:2]1[C:3]([CH3:9])=[N:4][C:5]([O:8][CH:10]([CH3:12])[CH3:11])=[CH:6][CH:7]=1. (7) Given the reactants [CH3:1][C:2]1[N:7]=[C:6]([C:8]2[C:13]([C:14]3[CH:15]=[CH:16][C:17]4[N:18]([C:20]([C:23](O)=[O:24])=[CH:21][N:22]=4)[CH:19]=3)=[CH:12][CH:11]=[CH:10][N:9]=2)[CH:5]=[CH:4][CH:3]=1.CN(C(ON1N=NC2C=CC=NC1=2)=[N+](C)C)C.F[P-](F)(F)(F)(F)F.CCN(C(C)C)C(C)C.[F:59][CH:60]([F:63])[CH2:61][NH2:62], predict the reaction product. The product is: [F:59][CH:60]([F:63])[CH2:61][NH:62][C:23]([C:20]1[N:18]2[CH:19]=[C:14]([C:13]3[C:8]([C:6]4[CH:5]=[CH:4][CH:3]=[C:2]([CH3:1])[N:7]=4)=[N:9][CH:10]=[CH:11][CH:12]=3)[CH:15]=[CH:16][C:17]2=[N:22][CH:21]=1)=[O:24].